From a dataset of Reaction yield outcomes from USPTO patents with 853,638 reactions. Predict the reaction yield, written as a fraction of the theoretical maximum amount of product (1.0 means a 100% yield; for example, 0.34 means a 34% yield). The reactants are [NH2:1][C:2]1[CH:3]=[C:4]2[C:9](=[CH:10][CH:11]=1)[C:8]([N:12]([C:20]([O:22][C:23]([CH3:26])([CH3:25])[CH3:24])=[O:21])[C:13]([O:15][C:16]([CH3:19])([CH3:18])[CH3:17])=[O:14])=[N:7][CH:6]=[CH:5]2.[F:27][CH2:28][C@H:29]([C:32]1[CH:37]=[CH:36][C:35](B(O)O)=[CH:34][C:33]=1[CH3:41])[CH2:30][OH:31].O.[C:43]([OH:47])(=O)[CH:44]=O.Cl.[CH:49]1([S:52]([C:55]2[CH:61]=[CH:60][C:58]([NH2:59])=[CH:57][C:56]=2[CH2:62][NH:63][CH3:64])(=[O:54])=[O:53])[CH2:51][CH2:50]1.CCN(C(C)C)C(C)C.F[P-](F)(F)(F)(F)F.N1(O[P+](N(C)C)(N(C)C)N(C)C)C2C=CC=CC=2N=N1. The catalyst is CN(C=O)C.C(#N)C. The product is [NH2:59][C:58]1[CH:60]=[CH:61][C:55]([S:52]([CH:49]2[CH2:51][CH2:50]2)(=[O:54])=[O:53])=[C:56]([CH2:62][N:63]([CH3:64])[C:43]([CH:44]([NH:1][C:2]2[CH:3]=[C:4]3[C:9](=[CH:10][CH:11]=2)[C:8]([N:12]([C:13]([O:15][C:16]([CH3:17])([CH3:18])[CH3:19])=[O:14])[C:20](=[O:21])[O:22][C:23]([CH3:26])([CH3:25])[CH3:24])=[N:7][CH:6]=[CH:5]3)[C:35]2[CH:36]=[CH:37][C:32]([C@H:29]([CH2:30][OH:31])[CH2:28][F:27])=[C:33]([CH3:41])[CH:34]=2)=[O:47])[CH:57]=1. The yield is 0.602.